Dataset: M1 muscarinic receptor antagonist screen with 61,756 compounds. Task: Binary Classification. Given a drug SMILES string, predict its activity (active/inactive) in a high-throughput screening assay against a specified biological target. (1) The drug is O1C(CCC1)Cn1c2nc3c(nc2c(c1N)C(=O)NCCCOC(C)C)cccc3. The result is 0 (inactive). (2) The molecule is Fc1ccc(N2CCN(C(=O)CN3CCC(n4nnc5c4ccc(c5)C)CC3)CC2)cc1. The result is 0 (inactive). (3) The drug is n1c(c2c(CCCC2)c2c1n[nH]c2N)C(C)C. The result is 0 (inactive). (4) The molecule is O=C(NCc1ccccc1)NC(=O)c1ccccc1. The result is 0 (inactive). (5) The drug is S(c1n2c(nn1)c(CC)c(nc2N)C)CC(=O)Nc1c(OCC)cccc1. The result is 0 (inactive). (6) The compound is o1c2c(cc(cc2)C)c(=O)cc1c1c(cccc1)C(O)=O. The result is 0 (inactive). (7) The drug is O(c1c(CNC2C3CCN(C2)CC3)cccc1OC)C. The result is 1 (active). (8) The compound is FC(F)(F)c1n2nc(nc2nc(c1)c1ccc(OC)cc1)C(=O)N1CCOCC1. The result is 0 (inactive).